The task is: Regression. Given two drug SMILES strings and cell line genomic features, predict the synergy score measuring deviation from expected non-interaction effect.. This data is from NCI-60 drug combinations with 297,098 pairs across 59 cell lines. (1) Drug 1: C1CC(=O)NC(=O)C1N2CC3=C(C2=O)C=CC=C3N. Cell line: BT-549. Synergy scores: CSS=6.22, Synergy_ZIP=-0.582, Synergy_Bliss=0.751, Synergy_Loewe=1.18, Synergy_HSA=1.54. Drug 2: C1CC(C1)(C(=O)O)C(=O)O.[NH2-].[NH2-].[Pt+2]. (2) Drug 1: C#CCC(CC1=CN=C2C(=N1)C(=NC(=N2)N)N)C3=CC=C(C=C3)C(=O)NC(CCC(=O)O)C(=O)O. Synergy scores: CSS=28.2, Synergy_ZIP=4.62, Synergy_Bliss=2.30, Synergy_Loewe=5.27, Synergy_HSA=1.74. Cell line: NCI-H460. Drug 2: CC12CCC3C(C1CCC2OP(=O)(O)O)CCC4=C3C=CC(=C4)OC(=O)N(CCCl)CCCl.[Na+]. (3) Drug 1: CCCCC(=O)OCC(=O)C1(CC(C2=C(C1)C(=C3C(=C2O)C(=O)C4=C(C3=O)C=CC=C4OC)O)OC5CC(C(C(O5)C)O)NC(=O)C(F)(F)F)O. Drug 2: CC=C1C(=O)NC(C(=O)OC2CC(=O)NC(C(=O)NC(CSSCCC=C2)C(=O)N1)C(C)C)C(C)C. Cell line: SN12C. Synergy scores: CSS=58.1, Synergy_ZIP=7.83, Synergy_Bliss=6.57, Synergy_Loewe=-8.62, Synergy_HSA=6.69. (4) Drug 1: CC=C1C(=O)NC(C(=O)OC2CC(=O)NC(C(=O)NC(CSSCCC=C2)C(=O)N1)C(C)C)C(C)C. Drug 2: C1CNP(=O)(OC1)N(CCCl)CCCl. Cell line: HCT116. Synergy scores: CSS=69.9, Synergy_ZIP=2.69, Synergy_Bliss=1.28, Synergy_Loewe=-61.9, Synergy_HSA=1.25. (5) Drug 1: C1CN1C2=NC(=NC(=N2)N3CC3)N4CC4. Drug 2: C1=CC=C(C(=C1)C(C2=CC=C(C=C2)Cl)C(Cl)Cl)Cl. Cell line: MDA-MB-435. Synergy scores: CSS=14.0, Synergy_ZIP=0.127, Synergy_Bliss=2.74, Synergy_Loewe=-5.62, Synergy_HSA=0.0239.